From a dataset of Forward reaction prediction with 1.9M reactions from USPTO patents (1976-2016). Predict the product of the given reaction. (1) Given the reactants [C:1]([O:5][C:6](=[O:21])[NH:7][C@H:8]([C@@H:18]1[CH2:20][O:19]1)[CH2:9][C:10]1[CH:15]=[C:14]([F:16])[CH:13]=[C:12]([F:17])[CH:11]=1)([CH3:4])([CH3:3])[CH3:2].[CH3:22][C:23]1([CH3:40])[N:27]([C:28](=[O:32])[CH2:29][CH2:30][CH3:31])[C@H:26]2[C:33]3[CH:34]=[CH:35][CH:36]=[CH:37][C:38]=3[CH2:39][C@H:25]2[O:24]1.[Li]CCCC, predict the reaction product. The product is: [C:1]([O:5][C:6](=[O:21])[NH:7][C@@H:8]([CH2:9][C:10]1[CH:15]=[C:14]([F:16])[CH:13]=[C:12]([F:17])[CH:11]=1)[C@@H:18]([OH:19])[CH2:20][C@H:29]([C:28]([N:27]1[C@H:26]2[C:33]3[CH:34]=[CH:35][CH:36]=[CH:37][C:38]=3[CH2:39][C@H:25]2[O:24][C:23]1([CH3:22])[CH3:40])=[O:32])[CH2:30][CH3:31])([CH3:4])([CH3:3])[CH3:2]. (2) Given the reactants [O:1]1CCO[CH:2]1[C:6]1[CH:11]=[CH:10][C:9]([C:12]2[C:21]([C:22]3[CH:27]=[CH:26][CH:25]=[CH:24][CH:23]=3)=[CH:20][C:19]3[C:14](=[CH:15][CH:16]=[N:17][C:18]=3[O:28]C)[N:13]=2)=[CH:8][CH:7]=1.Cl.C([O-])(O)=O.[Na+], predict the reaction product. The product is: [O:28]=[C:18]1[NH:17][CH:16]=[CH:15][C:14]2[N:13]=[C:12]([C:9]3[CH:10]=[CH:11][C:6]([CH:2]=[O:1])=[CH:7][CH:8]=3)[C:21]([C:22]3[CH:27]=[CH:26][CH:25]=[CH:24][CH:23]=3)=[CH:20][C:19]1=2. (3) Given the reactants [C:1]1([CH:7]([C:13]2[CH:18]=[CH:17][CH:16]=[CH:15][CH:14]=2)[N:8]2[CH2:11][C:10](=[O:12])[CH2:9]2)[CH:6]=[CH:5][CH:4]=[CH:3][CH:2]=1.C([N:21]([CH2:24]C)CC)C.[CH3:26][Si:27](C#N)([CH3:29])[CH3:28], predict the reaction product. The product is: [C:13]1([CH:7]([C:1]2[CH:2]=[CH:3][CH:4]=[CH:5][CH:6]=2)[N:8]2[CH2:11][C:10]([O:12][Si:27]([CH3:29])([CH3:28])[CH3:26])([C:24]#[N:21])[CH2:9]2)[CH:14]=[CH:15][CH:16]=[CH:17][CH:18]=1. (4) Given the reactants [C:1](Cl)(Cl)=[O:2].[CH3:5][O:6][C:7]1[CH:13]=[CH:12][C:11]([C:14]([F:17])([F:16])[F:15])=[CH:10][C:8]=1[NH2:9].N1C=CC=CC=1, predict the reaction product. The product is: [CH3:5][O:6][C:7]1[CH:13]=[CH:12][C:11]([C:14]([F:15])([F:17])[F:16])=[CH:10][C:8]=1[N:9]=[C:1]=[O:2].